This data is from HIV replication inhibition screening data with 41,000+ compounds from the AIDS Antiviral Screen. The task is: Binary Classification. Given a drug SMILES string, predict its activity (active/inactive) in a high-throughput screening assay against a specified biological target. (1) The compound is Cl.N=S(c1ccccc1[N+](=O)[O-])c1ccccc1[N+](=O)[O-]. The result is 0 (inactive). (2) The molecule is Cc1cc(=O)oc2c3c(ccc12)OC(c1ccc(Br)cc1)CC3=O. The result is 0 (inactive). (3) The compound is CC(=O)NC(CCSSCCC(NC(C)=O)C(=O)ON1C(=O)CCC1=O)C(=O)ON1C(=O)CCC1=O. The result is 0 (inactive). (4) The drug is O=C(Nc1ccc(N=Nc2ccccc2)cc1)Sc1ccccc1C(=O)O. The result is 0 (inactive). (5) The drug is O=C(C=Cc1cc(O)ccc1O)OCCc1ccccc1. The result is 1 (active). (6) The drug is COc1ccc(OC)c(CCc2ccccc2CC(=O)O)c1. The result is 0 (inactive). (7) The molecule is C=C1CCC(C)(c2ccc(CO)cc2)C1C. The result is 0 (inactive).